This data is from Catalyst prediction with 721,799 reactions and 888 catalyst types from USPTO. The task is: Predict which catalyst facilitates the given reaction. (1) Reactant: [N+:1]([C:4]1[CH:11]=[CH:10][C:7]([CH:8]=O)=[CH:6][CH:5]=1)([O-:3])=[O:2].[CH3:12][C@H:13]1[CH2:18][NH:17][CH2:16][CH2:15][N:14]1[C:19]([O:21][C:22]([CH3:25])([CH3:24])[CH3:23])=[O:20].C(N(CC)CC)C.C(O[BH-](OC(=O)C)OC(=O)C)(=O)C.[Na+].C([O-])(O)=O.[Na+]. Product: [CH3:12][C@H:13]1[CH2:18][N:17]([CH2:8][C:7]2[CH:10]=[CH:11][C:4]([N+:1]([O-:3])=[O:2])=[CH:5][CH:6]=2)[CH2:16][CH2:15][N:14]1[C:19]([O:21][C:22]([CH3:23])([CH3:25])[CH3:24])=[O:20]. The catalyst class is: 26. (2) Reactant: [CH2:1]([O:3][C:4]([C:6]1[C:10]([CH2:11][CH2:12][C:13](=O)[N:14]([CH3:16])[CH3:15])=[CH:9][NH:8][C:7]=1[CH3:18])=[O:5])[CH3:2].B.O1CCCC1.CO. Product: [CH2:1]([O:3][C:4]([C:6]1[C:10]([CH2:11][CH2:12][CH2:13][N:14]([CH3:16])[CH3:15])=[CH:9][NH:8][C:7]=1[CH3:18])=[O:5])[CH3:2]. The catalyst class is: 7. (3) Reactant: [CH3:1][O:2][C:3]1[C:8]([O:9][CH3:10])=[CH:7][CH:6]=[C:5]([C:11]#[N:12])[N:4]=1.Cl. Product: [CH3:1][O:2][C:3]1[C:8]([O:9][CH3:10])=[CH:7][CH:6]=[C:5]([CH2:11][NH2:12])[N:4]=1. The catalyst class is: 105. (4) Reactant: C([N:14]1[CH2:17][CH:16]([S:18]([C:20]2[CH:25]=[CH:24][C:23]([Cl:26])=[CH:22][CH:21]=2)=[O:19])[CH2:15]1)(C1C=CC=CC=1)C1C=CC=CC=1.ClC(OC(Cl)=O)C. Product: [Cl:26][C:23]1[CH:22]=[CH:21][C:20]([S:18]([CH:16]2[CH2:17][NH:14][CH2:15]2)=[O:19])=[CH:25][CH:24]=1. The catalyst class is: 4. (5) Reactant: [Cl:1][C:2]1[C:7]([C:8]2[S:9][CH:10]=[CH:11][C:12]=2[CH3:13])=[C:6]([NH:14][CH:15]([CH3:19])[CH:16]([CH3:18])[CH3:17])[N:5]2[N:20]=[CH:21][C:22]([C:23]([NH2:25])=[O:24])=[C:4]2[N:3]=1.[CH2:26](OC(OCC)CCl)[CH3:27]. Product: [Cl:1][C:2]1[C:7]([C:8]2[S:9][CH:10]=[CH:11][C:12]=2[CH3:13])=[C:6]([NH:14][CH:15]([CH3:19])[CH:16]([CH3:18])[CH3:17])[N:5]2[N:20]=[CH:21][C:22]([C:23]3[O:24][CH:26]=[CH:27][N:25]=3)=[C:4]2[N:3]=1. The catalyst class is: 8.